Dataset: Full USPTO retrosynthesis dataset with 1.9M reactions from patents (1976-2016). Task: Predict the reactants needed to synthesize the given product. (1) Given the product [CH3:7][O:8][C:9]([C:11]1[S:20][C:14]2=[N:15][CH:16]=[C:17]([Br:19])[CH:18]=[C:13]2[C:12]=1[O:21][CH2:23][C:24]([O:26][C:27]([CH3:30])([CH3:29])[CH3:28])=[O:25])=[O:10], predict the reactants needed to synthesize it. The reactants are: C(=O)([O-])[O-].[K+].[K+].[CH3:7][O:8][C:9]([C:11]1[S:20][C:14]2=[N:15][CH:16]=[C:17]([Br:19])[CH:18]=[C:13]2[C:12]=1[OH:21])=[O:10].Br[CH2:23][C:24]([O:26][C:27]([CH3:30])([CH3:29])[CH3:28])=[O:25].O. (2) Given the product [Cl:1][C:2]1[CH:7]=[CH:6][C:5]([C:8](=[O:14])[CH2:9][CH2:10][C:11]([OH:13])=[O:12])=[CH:4][C:3]=1[S:15](=[O:17])(=[O:16])[NH:25][CH:19]1[CH2:24][CH2:23][CH2:22][CH2:21][CH2:20]1, predict the reactants needed to synthesize it. The reactants are: [Cl:1][C:2]1[CH:7]=[CH:6][C:5]([C:8](=[O:14])[CH2:9][CH2:10][C:11]([OH:13])=[O:12])=[CH:4][C:3]=1[S:15](Cl)(=[O:17])=[O:16].[CH:19]1([NH2:25])[CH2:24][CH2:23][CH2:22][CH2:21][CH2:20]1.CO.Cl.